Dataset: Reaction yield outcomes from USPTO patents with 853,638 reactions. Task: Predict the reaction yield, written as a fraction of the theoretical maximum amount of product (1.0 means a 100% yield; for example, 0.34 means a 34% yield). (1) The reactants are B(F)(F)F.C[CH2:6][O:7][CH2:8][CH3:9].C([C@@:12]1([C:21]([O:23][CH3:24])=O)[CH2:16][C:15]2[CH:17]=[CH:18][CH:19]=[CH:20][C:14]=2[O:13]1)C.C[Si]([C:29]#[N:30])(C)C.[CH3:31]O. The catalyst is O. The product is [C:29]([C:8]1([CH3:9])[O:7][C:6]2[C:17]3[CH:18]=[CH:19][CH:20]=[C:14]([O:13][CH3:31])[C:15]=3[CH:16]=[CH:12][C:21]=2[O:23][CH2:24]1)#[N:30]. The yield is 0.748. (2) The reactants are Cl[C:2]1[N:6]([CH3:7])[C:5]2[C:8]([CH:14]([CH2:17][CH3:18])[CH2:15][CH3:16])=[CH:9][CH:10]=[C:11]([O:12][CH3:13])[C:4]=2[N:3]=1.[Cl:19][C:20]1[CH:25]=[C:24]([N:26]([CH3:28])[CH3:27])[CH:23]=[C:22]([CH2:29][N:30]2[CH2:34][CH2:33][CH2:32][CH2:31]2)[C:21]=1[OH:35].C(=O)([O-])[O-].[K+].[K+].CN1CCCC1=O. The catalyst is C(=O)([O-])O.[Na+]. The product is [Cl:19][C:20]1[CH:25]=[C:24]([CH:23]=[C:22]([CH2:29][N:30]2[CH2:34][CH2:33][CH2:32][CH2:31]2)[C:21]=1[O:35][C:2]1[N:6]([CH3:7])[C:5]2[C:8]([CH:14]([CH2:17][CH3:18])[CH2:15][CH3:16])=[CH:9][CH:10]=[C:11]([O:12][CH3:13])[C:4]=2[N:3]=1)[N:26]([CH3:28])[CH3:27]. The yield is 0.110.